Dataset: Catalyst prediction with 721,799 reactions and 888 catalyst types from USPTO. Task: Predict which catalyst facilitates the given reaction. Reactant: [CH3:1][C:2]1([CH3:16])[C:6]([CH3:8])([CH3:7])[O:5][B:4]([C:9]2[CH:14]=[CH:13][C:12]([NH2:15])=[CH:11][CH:10]=2)[O:3]1.[Cl:17][C:18]1[C:19]([F:29])=[CH:20][C:21]([F:28])=[C:22]([S:24](Cl)(=[O:26])=[O:25])[CH:23]=1. Product: [Cl:17][C:18]1[C:19]([F:29])=[CH:20][C:21]([F:28])=[C:22]([S:24]([NH:15][C:12]2[CH:13]=[CH:14][C:9]([B:4]3[O:3][C:2]([CH3:16])([CH3:1])[C:6]([CH3:7])([CH3:8])[O:5]3)=[CH:10][CH:11]=2)(=[O:26])=[O:25])[CH:23]=1. The catalyst class is: 202.